From a dataset of Reaction yield outcomes from USPTO patents with 853,638 reactions. Predict the reaction yield, written as a fraction of the theoretical maximum amount of product (1.0 means a 100% yield; for example, 0.34 means a 34% yield). The reactants are Cl.[NH2:2][C@@H:3]1[C@@H:8]2[CH2:9][C@@H:5]([CH2:6][CH2:7]2)[C@@H:4]1[C:10]([O:12][CH3:13])=[O:11].C([O-])(=O)C.[Na+].[F:19][C:20]1[CH:27]=[CH:26][C:23]([CH:24]=O)=[CH:22][CH:21]=1.C([BH3-])#N.[Na+].C(=O)(O)[O-].[Na+]. The product is [F:19][C:20]1[CH:27]=[CH:26][C:23]([CH2:24][NH:2][C@@H:3]2[C@@H:8]3[CH2:9][C@@H:5]([CH2:6][CH2:7]3)[C@@H:4]2[C:10]([O:12][CH3:13])=[O:11])=[CH:22][CH:21]=1. The yield is 0.990. The catalyst is CO.C(OCC)(=O)C.